From a dataset of CYP3A4 inhibition data for predicting drug metabolism from PubChem BioAssay. Regression/Classification. Given a drug SMILES string, predict its absorption, distribution, metabolism, or excretion properties. Task type varies by dataset: regression for continuous measurements (e.g., permeability, clearance, half-life) or binary classification for categorical outcomes (e.g., BBB penetration, CYP inhibition). Dataset: cyp3a4_veith. (1) The drug is N=C(N)SCCCN. The result is 0 (non-inhibitor). (2) The compound is CS(=O)(=O)N1CCC2(CC1)CN(c1ccccn1)C2. The result is 0 (non-inhibitor).